This data is from Catalyst prediction with 721,799 reactions and 888 catalyst types from USPTO. The task is: Predict which catalyst facilitates the given reaction. (1) Reactant: CC(OI1(OC(C)=O)(OC(C)=O)OC(=O)C2C=CC=CC1=2)=O.[CH:23]1[C:35]2[CH:34]([CH2:36][O:37][C:38]([N:40]3[C@H:47]4[C@H:43]([N:44]([C:49]([O:51][C:52]([CH3:55])([CH3:54])[CH3:53])=[O:50])[CH2:45][C@@H:46]4[OH:48])[CH2:42][O:41]3)=[O:39])[C:33]3[C:28](=[CH:29][CH:30]=[CH:31][CH:32]=3)[C:27]=2[CH:26]=[CH:25][CH:24]=1. Product: [CH:32]1[C:33]2[CH:34]([CH2:36][O:37][C:38]([N:40]3[C@H:47]4[C@H:43]([N:44]([C:49]([O:51][C:52]([CH3:55])([CH3:54])[CH3:53])=[O:50])[CH2:45][C:46]4=[O:48])[CH2:42][O:41]3)=[O:39])[C:35]3[C:27](=[CH:26][CH:25]=[CH:24][CH:23]=3)[C:28]=2[CH:29]=[CH:30][CH:31]=1. The catalyst class is: 4. (2) Reactant: C[O:2][C:3](=[O:34])[CH2:4][C:5]1[C:14]([CH3:15])=[C:13]([CH:16]2[CH2:21][CH2:20][N:19]([S:22]([CH2:25][C:26]3[CH:31]=[CH:30][CH:29]=[CH:28][C:27]=3[NH2:32])(=[O:24])=[O:23])[CH2:18][CH2:17]2)[C:12]2[C:7](=[CH:8][CH:9]=[C:10]([F:33])[CH:11]=2)[CH:6]=1.O.[OH-].[Li+]. Product: [NH2:32][C:27]1[CH:28]=[CH:29][CH:30]=[CH:31][C:26]=1[CH2:25][S:22]([N:19]1[CH2:20][CH2:21][CH:16]([C:13]2[C:12]3[C:7](=[CH:8][CH:9]=[C:10]([F:33])[CH:11]=3)[CH:6]=[C:5]([CH2:4][C:3]([OH:34])=[O:2])[C:14]=2[CH3:15])[CH2:17][CH2:18]1)(=[O:24])=[O:23]. The catalyst class is: 20. (3) Reactant: [Cl:1][C:2]1[CH:3]=[C:4]2[C:8](=[CH:9][CH:10]=1)[NH:7][C:6]([C:11]([NH:13][C@@H:14]1[CH2:19][CH2:18][C@H:17]([C:20]([O:22]CC)=[O:21])[CH2:16][C@H:15]1[NH:25][C:26]([C:28]1[S:29][C:30]3[CH2:31][N:32]([CH3:37])[CH2:33][CH2:34][C:35]=3[N:36]=1)=[O:27])=[O:12])=[CH:5]2.C(O)C.[OH-].[Na+].Cl. Product: [C:20]([C@H:17]1[CH2:18][CH2:19][C@@H:14]([NH:13][C:11]([C:6]2[NH:7][C:8]3[C:4]([CH:5]=2)=[CH:3][C:2]([Cl:1])=[CH:10][CH:9]=3)=[O:12])[C@H:15]([NH:25][C:26]([C:28]2[S:29][C:30]3[CH2:31][N:32]([CH3:37])[CH2:33][CH2:34][C:35]=3[N:36]=2)=[O:27])[CH2:16]1)([OH:22])=[O:21]. The catalyst class is: 7. (4) Reactant: [N:1]1[CH:6]=[CH:5][CH:4]=[C:3]([CH2:7][OH:8])[CH:2]=1.C[Si](C)(C)[N-][Si](C)(C)C.[Li+].Cl[C:20]1[CH:25]=[CH:24][N:23]2[N:26]=[CH:27][C:28]([C:29]([NH:31][CH:32]([CH3:34])[CH3:33])=[O:30])=[C:22]2[N:21]=1. Product: [CH:32]([NH:31][C:29]([C:28]1[CH:27]=[N:26][N:23]2[CH:24]=[CH:25][C:20]([O:8][CH2:7][C:3]3[CH:2]=[N:1][CH:6]=[CH:5][CH:4]=3)=[N:21][C:22]=12)=[O:30])([CH3:34])[CH3:33]. The catalyst class is: 3. (5) Reactant: [CH3:1][C:2]1[CH:3]=[C:4]([C:9]2[NH:10][C:11]3[C:16]([CH:17]=2)=[CH:15][C:14]([C:18]([CH3:25])([CH3:24])[C:19]([O:21]CC)=[O:20])=[CH:13][CH:12]=3)[CH:5]=[C:6]([CH3:8])[CH:7]=1.[OH-].[K+]. Product: [CH3:1][C:2]1[CH:3]=[C:4]([C:9]2[NH:10][C:11]3[C:16]([CH:17]=2)=[CH:15][C:14]([C:18]([CH3:25])([CH3:24])[C:19]([OH:21])=[O:20])=[CH:13][CH:12]=3)[CH:5]=[C:6]([CH3:8])[CH:7]=1. The catalyst class is: 5. (6) Reactant: CO[CH:3](OC)[C:4](=[N:7][OH:8])[C:5]#[N:6].Cl.[CH2:12]([NH:19][NH2:20])[C:13]1[CH:18]=[CH:17][CH:16]=[CH:15][CH:14]=1.Cl.N. Product: [NH2:6][C:5]1[N:19]([CH2:12][C:13]2[CH:18]=[CH:17][CH:16]=[CH:15][CH:14]=2)[N:20]=[CH:3][C:4]=1[N:7]=[O:8]. The catalyst class is: 72. (7) Reactant: [NH2:1][C:2]([CH3:18])([CH2:5][O:6][C:7]1[CH:8]=[CH:9][C:10]2[CH2:14][O:13][B:12]([OH:15])[C:11]=2[C:16]=1[F:17])[C:3]#[N:4].CCN(C(C)C)C(C)C.[F:28][C:29]([F:41])([F:40])[O:30][C:31]1[CH:39]=[CH:38][C:34]([C:35](Cl)=[O:36])=[CH:33][CH:32]=1.Cl. Product: [C:3]([C:2]([NH:1][C:35](=[O:36])[C:34]1[CH:38]=[CH:39][C:31]([O:30][C:29]([F:28])([F:40])[F:41])=[CH:32][CH:33]=1)([CH3:18])[CH2:5][O:6][C:7]1[CH:8]=[CH:9][C:10]2[CH2:14][O:13][B:12]([OH:15])[C:11]=2[C:16]=1[F:17])#[N:4]. The catalyst class is: 1. (8) Reactant: [CH2:1]([O:3][C:4]([C:6]1[CH:7]=[N:8][N:9]2[C:14]([C:15]3[CH:20]=[CH:19][CH:18]=[C:17]([N+:21]([O-])=O)[CH:16]=3)=[CH:13][CH:12]=[N:11][C:10]=12)=[O:5])[CH3:2].[Cl-].[NH4+]. Product: [CH2:1]([O:3][C:4]([C:6]1[CH:7]=[N:8][N:9]2[C:14]([C:15]3[CH:20]=[CH:19][CH:18]=[C:17]([NH2:21])[CH:16]=3)=[CH:13][CH:12]=[N:11][C:10]=12)=[O:5])[CH3:2]. The catalyst class is: 406. (9) Reactant: [Na].[C:2]([CH2:4][C:5]([NH2:7])=[O:6])#[N:3].[CH3:8][S:9][C:10](SC)=[CH:11][C:12]([C:14]1[CH:15]=[N:16][CH:17]=[CH:18][CH:19]=1)=O. Product: [CH3:8][S:9][C:10]1[CH:11]=[C:12]([C:14]2[CH:15]=[N:16][CH:17]=[CH:18][CH:19]=2)[NH:7][C:5](=[O:6])[C:4]=1[C:2]#[N:3]. The catalyst class is: 41. (10) Reactant: [CH2:1]([CH:4]1[CH2:8][CH2:7][CH:6]([Se]C2C=CC=CC=2)[C:5]1=[O:16])[CH:2]=[CH2:3].[Cl-].[NH4+].OO. Product: [CH2:1]([CH:4]1[C:5](=[O:16])[CH:6]=[CH:7][CH2:8]1)[CH:2]=[CH2:3]. The catalyst class is: 4.